This data is from Forward reaction prediction with 1.9M reactions from USPTO patents (1976-2016). The task is: Predict the product of the given reaction. (1) Given the reactants [Br:1][C:2]1[N:3]([CH:32]([CH3:34])[CH3:33])[C:4]([CH:10]([C:25]2[CH:30]=[CH:29][C:28]([Cl:31])=[CH:27][CH:26]=2)[NH:11][C:12]2[CH:13]=[C:14]([CH3:24])[C:15]3[N:16]([C:18]([CH:21]([F:23])[F:22])=[N:19][N:20]=3)[CH:17]=2)=[C:5]([C:7]([OH:9])=O)[N:6]=1, predict the reaction product. The product is: [Br:1][C:2]1[N:3]([CH:32]([CH3:34])[CH3:33])[C:4]2[CH:10]([C:25]3[CH:30]=[CH:29][C:28]([Cl:31])=[CH:27][CH:26]=3)[N:11]([C:12]3[CH:13]=[C:14]([CH3:24])[C:15]4[N:16]([C:18]([CH:21]([F:23])[F:22])=[N:19][N:20]=4)[CH:17]=3)[C:7](=[O:9])[C:5]=2[N:6]=1. (2) The product is: [C:12]([O:16][C:17]([N:19]1[C:28]2[C:23](=[CH:24][CH:25]=[C:26]([O:29][C:30]([O:32][C:33]([CH3:36])([CH3:35])[CH3:34])=[O:31])[CH:27]=2)[CH2:22][CH2:21][CH2:20]1)=[O:18])([CH3:15])([CH3:13])[CH3:14]. Given the reactants N1C2C(=CC=C(O)C=2)CCC1.[C:12]([O:16][C:17]([N:19]1[C:28]2[C:23](=[CH:24][CH:25]=[C:26]([OH:29])[CH:27]=2)[CH2:22][CH2:21][CH2:20]1)=[O:18])([CH3:15])([CH3:14])[CH3:13].[C:30](O[C:30]([O:32][C:33]([CH3:36])([CH3:35])[CH3:34])=[O:31])([O:32][C:33]([CH3:36])([CH3:35])[CH3:34])=[O:31], predict the reaction product. (3) Given the reactants [N+:1]([C:4]1[CH:9]=[CH:8][C:7]([C:10]2([C:13]#[N:14])[CH2:12][CH2:11]2)=[CH:6][CH:5]=1)([O-])=O.CCOC(C)=O, predict the reaction product. The product is: [NH2:1][C:4]1[CH:5]=[CH:6][C:7]([C:10]2([C:13]#[N:14])[CH2:11][CH2:12]2)=[CH:8][CH:9]=1. (4) The product is: [ClH:33].[ClH:33].[NH:3]1[C:7]2[CH:8]=[CH:9][CH:10]=[CH:11][C:6]=2[N:5]=[C:4]1[CH:12]([NH2:25])[CH2:13][C:14]1[CH:15]=[CH:16][C:17]([O:20][C:21]([F:22])([F:24])[F:23])=[CH:18][CH:19]=1. Given the reactants N#N.[NH:3]1[C:7]2[CH:8]=[CH:9][CH:10]=[CH:11][C:6]=2[N:5]=[C:4]1[CH:12]([NH:25]C(=O)OC(C)(C)C)[CH2:13][C:14]1[CH:19]=[CH:18][C:17]([O:20][C:21]([F:24])([F:23])[F:22])=[CH:16][CH:15]=1.[ClH:33], predict the reaction product. (5) Given the reactants C(O[C:4](=[O:21])[CH:5]([C:11]([NH:13][CH2:14][C:15]1[CH:20]=[CH:19][CH:18]=[CH:17][CH:16]=1)=[O:12])[C:6]([O:8][CH2:9][CH3:10])=[O:7])C.[H-].[Na+].[Cl:24][C:25]1[CH:30]=[CH:29][C:28]([N:31]=[C:32]=[S:33])=[CH:27][CH:26]=1, predict the reaction product. The product is: [Cl:24][C:25]1[CH:30]=[CH:29][C:28]([N:31]2[C:4]([OH:21])=[C:5]([C:6]([O:8][CH2:9][CH3:10])=[O:7])[C:11](=[O:12])[N:13]([CH2:14][C:15]3[CH:16]=[CH:17][CH:18]=[CH:19][CH:20]=3)[C:32]2=[S:33])=[CH:27][CH:26]=1. (6) The product is: [CH3:19][O:20][CH:21]([O:24][CH3:25])[CH2:22][N:23]1[CH:6]=[CH:7][C:2](=[O:1])[C:3]([O:11][CH2:12][C:13]2[CH:14]=[CH:15][CH:16]=[CH:17][CH:18]=2)=[C:4]1[C:8]([OH:10])=[O:9]. Given the reactants [O:1]=[C:2]1[CH:7]=[CH:6]O[C:4]([C:8]([OH:10])=[O:9])=[C:3]1[O:11][CH2:12][C:13]1[CH:18]=[CH:17][CH:16]=[CH:15][CH:14]=1.[CH3:19][O:20][CH:21]([O:24][CH3:25])[CH2:22][NH2:23], predict the reaction product. (7) The product is: [C:32]([OH:33])(=[O:35])[C:15]1[CH:16]=[CH:17][CH:18]=[CH:19][CH:20]=1.[C:40]([OH:35])(=[O:23])[C:39]1[CH:5]=[CH:4][CH:3]=[CH:8][CH:7]=1.[C:40]([OH:35])(=[O:2])[C:39]1[CH:27]=[CH:28][CH:24]=[CH:25][CH:32]=1.[OH:23][C@@H:24]1[C@H:28]([OH:29])[C@@H:27]([CH2:30][OH:31])[O:26][C@H:25]1[C:32](=[S:10])[NH2:34]. Given the reactants C[O:2][C:3]1[CH:4]=[CH:5]C(P2(SP([C:15]3[CH:16]=[CH:17][C:18](OC)=[CH:19][CH:20]=3)(=S)S2)=[S:10])=[CH:7][CH:8]=1.[OH:23][C@@H:24]1[C@H:28]([OH:29])[C@@H:27]([CH2:30][OH:31])[O:26][C@H:25]1[C:32]([NH2:34])=[O:33].[O:35]1[CH2:40][CH2:39]OCC1, predict the reaction product. (8) Given the reactants F[C:2]1[CH:3]=[C:4]([CH3:11])[CH:5]=[CH:6][C:7]=1[N+:8]([O-:10])=[O:9].[CH3:12][C:13]1[CH:19]=CC(N)=[C:15]([O:20][CH2:21]CC(C)C)[CH:14]=1.[NH2:26][C:27]1[S:28][CH:29]=[CH:30][N:31]=1, predict the reaction product. The product is: [CH3:12][CH:13]([CH3:19])[CH2:14][CH2:15][O:20][C:2]1[CH:3]=[C:4]([CH3:11])[CH:5]=[CH:6][C:7]=1[N+:8]([O-:10])=[O:9].[S:28]1[CH:29]=[CH:30][N:31]=[C:27]1[NH:26][C:21](=[O:20])[NH2:8]. (9) Given the reactants C[O-].[Na+].[F:4][C:5]1[CH:22]=[CH:21][CH:20]=[CH:19][C:6]=1[CH2:7][C:8]1[N:9]=[C:10]([C:17]#[N:18])[N:11]2[CH:16]=[CH:15][CH:14]=[N:13][C:12]=12.C(O)(=O)C.[Cl-].[NH4+:28], predict the reaction product. The product is: [F:4][C:5]1[CH:22]=[CH:21][CH:20]=[CH:19][C:6]=1[CH2:7][C:8]1[N:9]=[C:10]([C:17](=[NH:28])[NH2:18])[N:11]2[CH:16]=[CH:15][CH:14]=[N:13][C:12]=12. (10) Given the reactants [CH3:1][O:2][C:3]1[C:8]([N+:9]([O-:11])=[O:10])=[CH:7][CH:6]=[CH:5][C:4]=1B1OC(C)(C)C(C)(C)O1.Br[C:22]1[S:23][C:24]([CH3:30])=[C:25]([C:27]([OH:29])=[O:28])[N:26]=1.C(=O)([O-])[O-].[Na+].[Na+], predict the reaction product. The product is: [CH3:1][O:2][C:3]1[C:8]([N+:9]([O-:11])=[O:10])=[CH:7][CH:6]=[CH:5][C:4]=1[C:22]1[S:23][C:24]([CH3:30])=[C:25]([C:27]([OH:29])=[O:28])[N:26]=1.